Dataset: Full USPTO retrosynthesis dataset with 1.9M reactions from patents (1976-2016). Task: Predict the reactants needed to synthesize the given product. (1) Given the product [CH3:18][C:19]1[CH:20]=[N:21][CH:22]=[CH:23][C:24]=1[N:25]1[CH2:26][CH2:27][N:28]([C:13]([CH:12]2[C:10]3([CH2:9][CH2:8][N:7]([CH:4]4[CH2:3][CH2:2][O:1][CH2:6][CH2:5]4)[CH2:17][CH2:16]3)[CH2:11]2)=[O:15])[CH2:29][CH2:30]1, predict the reactants needed to synthesize it. The reactants are: [O:1]1[CH2:6][CH2:5][CH:4]([N:7]2[CH2:17][CH2:16][C:10]3([CH:12]([C:13]([OH:15])=O)[CH2:11]3)[CH2:9][CH2:8]2)[CH2:3][CH2:2]1.[CH3:18][C:19]1[CH:20]=[N:21][CH:22]=[CH:23][C:24]=1[N:25]1[CH2:30][CH2:29][NH:28][CH2:27][CH2:26]1. (2) Given the product [CH:30]1([NH:35][C:2]2[C:28]([CH3:29])=[CH:27][C:5]3[N:6]=[C:7]4[C:12]([N:13]([CH2:14][CH2:15][CH2:16][CH2:17][CH2:18][CH2:19][C:20]([O:22][CH2:23][CH3:24])=[O:21])[C:4]=3[CH:3]=2)=[N:11][C:10](=[O:25])[NH:9][C:8]4=[O:26])[CH2:34][CH2:33][CH2:32][CH2:31]1, predict the reactants needed to synthesize it. The reactants are: Cl[C:2]1[C:28]([CH3:29])=[CH:27][C:5]2[N:6]=[C:7]3[C:12]([N:13]([CH2:14][CH2:15][CH2:16][CH2:17][CH2:18][CH2:19][C:20]([O:22][CH2:23][CH3:24])=[O:21])[C:4]=2[CH:3]=1)=[N:11][C:10](=[O:25])[NH:9][C:8]3=[O:26].[CH:30]1([NH2:35])[CH2:34][CH2:33][CH2:32][CH2:31]1. (3) Given the product [CH2:39]([NH:1][CH2:2][CH:3]([CH2:19][C:20]1[CH:25]=[CH:24][C:23]([CH2:26][CH2:27][CH2:28][O:29][C:30]2[C:35]([F:36])=[CH:34][CH:33]=[C:32]([F:37])[C:31]=2[Cl:38])=[CH:22][CH:21]=1)[C:4]([N:6]([CH:16]1[CH2:17][CH2:18]1)[CH2:7][C:8]1[CH:13]=[CH:12][CH:11]=[C:10]([Cl:14])[C:9]=1[Cl:15])=[O:5])[C:40]1[CH:45]=[CH:44][CH:43]=[CH:42][CH:41]=1, predict the reactants needed to synthesize it. The reactants are: [NH2:1][CH2:2][CH:3]([CH2:19][C:20]1[CH:25]=[CH:24][C:23]([CH2:26][CH2:27][CH2:28][O:29][C:30]2[C:35]([F:36])=[CH:34][CH:33]=[C:32]([F:37])[C:31]=2[Cl:38])=[CH:22][CH:21]=1)[C:4]([N:6]([CH:16]1[CH2:18][CH2:17]1)[CH2:7][C:8]1[CH:13]=[CH:12][CH:11]=[C:10]([Cl:14])[C:9]=1[Cl:15])=[O:5].[CH:39](=O)[C:40]1[CH:45]=[CH:44][CH:43]=[CH:42][CH:41]=1. (4) Given the product [Cl:25][C:22]1[N:21]=[C:20]([N:26]2[C:30]([CH3:31])=[CH:29][C:28]([C:32]([F:35])([F:34])[F:33])=[N:27]2)[C:19]([C:41]2[CH:42]=[C:43]([C:44]([O:46][CH3:47])=[O:45])[C:38]([O:37][CH3:36])=[N:39][CH:40]=2)=[CH:24][N:23]=1, predict the reactants needed to synthesize it. The reactants are: BrC1C(N2C=CC(C(F)(F)F)=N2)=NC(Cl)=NC=1.Br[C:19]1[C:20]([N:26]2[C:30]([CH3:31])=[CH:29][C:28]([C:32]([F:35])([F:34])[F:33])=[N:27]2)=[N:21][C:22]([Cl:25])=[N:23][CH:24]=1.[CH3:36][O:37][C:38]1[C:43]([C:44]([O:46][CH3:47])=[O:45])=[CH:42][C:41](B2OC(C)(C)C(C)(C)O2)=[CH:40][N:39]=1.C(=O)([O-])[O-].[Na+].[Na+]. (5) Given the product [F:14][C:11]([F:12])([F:13])[C@H:10]([OH:15])[CH2:9][N:8]1[C:3]2[C:2](=[CH:7][CH:6]=[CH:5][CH:4]=2)[N:1]([CH2:55][C:54]2[CH:57]=[CH:58][CH:59]=[C:52]([O:51][C:50]([F:49])([F:60])[F:61])[CH:53]=2)[CH2:17][CH:18]1[C:20]1[CH:25]=[CH:24][CH:23]=[CH:22][CH:21]=1, predict the reactants needed to synthesize it. The reactants are: [NH2:1][C:2]1[CH:7]=[CH:6][CH:5]=[CH:4][C:3]=1[NH:8][CH2:9][C@@H:10]([OH:15])[C:11]([F:14])([F:13])[F:12].Br[CH2:17][C:18]([C:20]1[CH:25]=[CH:24][CH:23]=[CH:22][CH:21]=1)=O.CCN(C(C)C)C(C)C.C(O[BH-](OC(=O)C)OC(=O)C)(=O)C.[Na+].[F:49][C:50]([F:61])([F:60])[O:51][C:52]1[CH:53]=[C:54]([CH:57]=[CH:58][CH:59]=1)[CH:55]=O. (6) Given the product [Cl:1][C:2]1[CH:17]=[C:6]([C:7]([O:9][CH2:10][C:11]2[CH:16]=[CH:15][CH:14]=[CH:13][CH:12]=2)=[O:8])[C:5]([O:18][CH2:19][C:20]2[CH:25]=[CH:24][CH:23]=[CH:22][CH:21]=2)=[CH:4][C:3]=1[C:26]([OH:35])=[O:27], predict the reactants needed to synthesize it. The reactants are: [Cl:1][C:2]1[C:3]([CH:26]=[O:27])=[CH:4][C:5]([O:18][CH2:19][C:20]2[CH:25]=[CH:24][CH:23]=[CH:22][CH:21]=2)=[C:6]([CH:17]=1)[C:7]([O:9][CH2:10][C:11]1[CH:16]=[CH:15][CH:14]=[CH:13][CH:12]=1)=[O:8].CC(CC)=C.S(=O)(=O)([OH:35])N.Cl([O-])=O.[Na+].S([O-])([O-])(=O)=S.[Na+].[Na+].